Dataset: Peptide-MHC class II binding affinity with 134,281 pairs from IEDB. Task: Regression. Given a peptide amino acid sequence and an MHC pseudo amino acid sequence, predict their binding affinity value. This is MHC class II binding data. (1) The peptide sequence is RESTVREELIKLKLW. The MHC is DRB1_0101 with pseudo-sequence DRB1_0101. The binding affinity (normalized) is 0.508. (2) The peptide sequence is KLALGGSIAVKITEH. The binding affinity (normalized) is 0.447. The MHC is DRB5_0101 with pseudo-sequence DRB5_0101. (3) The peptide sequence is YDKFLANVSEVLTGK. The MHC is DRB1_0405 with pseudo-sequence DRB1_0405. The binding affinity (normalized) is 0.627. (4) The peptide sequence is INEPTAAAIAEGLDR. The MHC is HLA-DQA10401-DQB10402 with pseudo-sequence HLA-DQA10401-DQB10402. The binding affinity (normalized) is 0.545. (5) The peptide sequence is SQDLELSWNLNVLQAY. The MHC is DRB1_0401 with pseudo-sequence DRB1_0401. The binding affinity (normalized) is 0.541. (6) The peptide sequence is GSLIVNPSLNGFLSK. The MHC is DRB1_1302 with pseudo-sequence DRB1_1302. The binding affinity (normalized) is 0.196.